This data is from NCI-60 drug combinations with 297,098 pairs across 59 cell lines. The task is: Regression. Given two drug SMILES strings and cell line genomic features, predict the synergy score measuring deviation from expected non-interaction effect. (1) Synergy scores: CSS=2.11, Synergy_ZIP=-1.01, Synergy_Bliss=0.118, Synergy_Loewe=-7.40, Synergy_HSA=-1.33. Drug 2: CC1=C2C(C(=O)C3(C(CC4C(C3C(C(C2(C)C)(CC1OC(=O)C(C(C5=CC=CC=C5)NC(=O)C6=CC=CC=C6)O)O)OC(=O)C7=CC=CC=C7)(CO4)OC(=O)C)O)C)OC(=O)C. Drug 1: C1=NC2=C(N=C(N=C2N1C3C(C(C(O3)CO)O)O)F)N. Cell line: UO-31. (2) Drug 1: COC1=CC(=CC(=C1O)OC)C2C3C(COC3=O)C(C4=CC5=C(C=C24)OCO5)OC6C(C(C7C(O6)COC(O7)C8=CC=CS8)O)O. Drug 2: C1=NC2=C(N1)C(=S)N=C(N2)N. Cell line: CAKI-1. Synergy scores: CSS=67.1, Synergy_ZIP=-8.08, Synergy_Bliss=-7.16, Synergy_Loewe=-2.66, Synergy_HSA=-0.126.